Dataset: Catalyst prediction with 721,799 reactions and 888 catalyst types from USPTO. Task: Predict which catalyst facilitates the given reaction. Reactant: [S:1]1[C:5]2[CH:6]=[CH:7][CH:8]=[CH:9][C:4]=2[C:3]([CH2:10][N:11]2[C:19]([C:20]3[N:21]([CH3:25])[CH:22]=[CH:23][CH:24]=3)=[C:18]3[C:13]([N:14]([CH2:28][CH:29]([CH3:31])[CH3:30])[C:15](=[O:27])[NH:16][C:17]3=[O:26])=[N:12]2)=[CH:2]1.N12C[CH2:41][CH2:40][N:39]=[C:38]1[CH2:37][CH2:36][CH2:35]CC2.Cl.ClCC1C=CN=CC=1. Product: [S:1]1[C:5]2[CH:6]=[CH:7][CH:8]=[CH:9][C:4]=2[C:3]([CH2:10][N:11]2[C:19]([C:20]3[N:21]([CH3:25])[CH:22]=[CH:23][CH:24]=3)=[C:18]3[C:13]([N:14]([CH2:28][CH:29]([CH3:31])[CH3:30])[C:15](=[O:27])[N:16]([CH2:41][C:40]4[CH:35]=[CH:36][CH:37]=[CH:38][N:39]=4)[C:17]3=[O:26])=[N:12]2)=[CH:2]1. The catalyst class is: 16.